Dataset: Forward reaction prediction with 1.9M reactions from USPTO patents (1976-2016). Task: Predict the product of the given reaction. (1) Given the reactants [CH3:1][C:2]1[N:3]([C:13]2[CH:18]=[CH:17][CH:16]=[CH:15][CH:14]=2)[C:4]([CH3:12])=[C:5]([C:7]([O:9]CC)=[O:8])[N:6]=1.O.[OH-].[Li+:21], predict the reaction product. The product is: [CH3:1][C:2]1[N:3]([C:13]2[CH:18]=[CH:17][CH:16]=[CH:15][CH:14]=2)[C:4]([CH3:12])=[C:5]([C:7]([O-:9])=[O:8])[N:6]=1.[Li+:21]. (2) Given the reactants [CH:1]1C=C2C=CC(O)=C(C3C4C(=CC=CC=4)C=CC=3O)C2=CC=1.[F:23][C:24]1[CH:29]=[CH:28][CH:27]=[C:26]([C:30](=[CH2:33])[CH2:31][CH3:32])[C:25]=1[OH:34].[CH2:35]([O:37][C:38](=[O:45])[C:39]([C:41]([F:44])([F:43])[F:42])=[O:40])[CH3:36], predict the reaction product. The product is: [CH2:35]([O:37][C:38](=[O:45])[C:39]([OH:40])([C:41]([F:42])([F:44])[F:43])[CH2:33][C:30]([C:26]1[CH:27]=[CH:28][CH:29]=[C:24]([F:23])[C:25]=1[O:34][CH3:1])=[CH:31][CH3:32])[CH3:36].